The task is: Regression. Given a peptide amino acid sequence and an MHC pseudo amino acid sequence, predict their binding affinity value. This is MHC class I binding data.. This data is from Peptide-MHC class I binding affinity with 185,985 pairs from IEDB/IMGT. (1) The peptide sequence is YTNYPFLFF. The MHC is HLA-A02:12 with pseudo-sequence HLA-A02:12. The binding affinity (normalized) is 0.0847. (2) The peptide sequence is DIMTSTRTI. The MHC is HLA-A68:02 with pseudo-sequence HLA-A68:02. The binding affinity (normalized) is 0.597. (3) The peptide sequence is ATPYDINQML. The MHC is Patr-B0101 with pseudo-sequence Patr-B0101. The binding affinity (normalized) is 0. (4) The peptide sequence is VYWENEVSI. The MHC is HLA-A26:01 with pseudo-sequence HLA-A26:01. The binding affinity (normalized) is 0.0847. (5) The peptide sequence is FAGKTVWFVP. The MHC is HLA-A32:01 with pseudo-sequence HLA-A32:01. The binding affinity (normalized) is 0.0580. (6) The peptide sequence is GLIYNRMGTV. The MHC is HLA-A24:02 with pseudo-sequence HLA-A24:02. The binding affinity (normalized) is 0. (7) The peptide sequence is QDFTEVQL. The MHC is Mamu-A11 with pseudo-sequence Mamu-A11. The binding affinity (normalized) is 0.243.